From a dataset of Forward reaction prediction with 1.9M reactions from USPTO patents (1976-2016). Predict the product of the given reaction. Given the reactants [Br:1][C:2]1[CH:10]=[CH:9][CH:8]=[C:7]2[C:3]=1[CH:4]=[CH:5][NH:6]2.[H-].[Na+].[CH2:13](Br)[C:14]1[CH:19]=[CH:18][CH:17]=[CH:16][CH:15]=1, predict the reaction product. The product is: [CH2:13]([N:6]1[C:7]2[C:3](=[C:2]([Br:1])[CH:10]=[CH:9][CH:8]=2)[CH:4]=[CH:5]1)[C:14]1[CH:19]=[CH:18][CH:17]=[CH:16][CH:15]=1.